This data is from Reaction yield outcomes from USPTO patents with 853,638 reactions. The task is: Predict the reaction yield, written as a fraction of the theoretical maximum amount of product (1.0 means a 100% yield; for example, 0.34 means a 34% yield). (1) The reactants are [OH:1][C:2]1[CH:7]=[CH:6][C:5]([C:8](=[C:24]2[CH2:29][CH2:28][O:27][CH2:26][CH2:25]2)[C:9]2[CH:14]=[CH:13][C:12](/[CH:15]=[CH:16]/[C:17]([O:19][C:20]([CH3:23])([CH3:22])[CH3:21])=[O:18])=[CH:11][CH:10]=2)=[CH:4][CH:3]=1.Br[C:31]1C=CC(C(=C2CCOCC2)C2C=CC(O)=CC=2)=CC=1.C(OC(C)(C)C)(=O)C(C)=C.CC1C=CC=CC=1P(C1C=CC=CC=1C)C1C=CC=CC=1C.CCN(CC)CC. The catalyst is CC([O-])=O.CC([O-])=O.[Pd+2].CN(C=O)C. The product is [OH:1][C:2]1[CH:3]=[CH:4][C:5]([C:8](=[C:24]2[CH2:29][CH2:28][O:27][CH2:26][CH2:25]2)[C:9]2[CH:14]=[CH:13][C:12](/[CH:15]=[C:16](\[CH3:31])/[C:17]([O:19][C:20]([CH3:23])([CH3:22])[CH3:21])=[O:18])=[CH:11][CH:10]=2)=[CH:6][CH:7]=1. The yield is 0.590. (2) The reactants are [OH-].[K+].C1COCC1.C[O:9][C:10](=[O:28])[C:11]([N:17]([CH3:27])[C:18]([C:20]1[CH:25]=[CH:24][C:23]([I:26])=[CH:22][CH:21]=1)=[O:19])([CH3:16])[C:12]([NH:14][CH3:15])=[O:13].C(O)(=O)CC(CC(O)=O)(C(O)=O)O. The catalyst is CO. The product is [C:10]([C:11]([N:17]([CH3:27])[C:18]([C:20]1[CH:21]=[CH:22][C:23]([I:26])=[CH:24][CH:25]=1)=[O:19])([CH3:16])[C:12]([NH:14][CH3:15])=[O:13])([OH:28])=[O:9]. The yield is 0.800. (3) The reactants are Cl[CH2:2][C:3]([C:5]1[CH:6]=[C:7]2[C:12](=[CH:13][CH:14]=1)[NH:11][C:10](=[O:15])[CH2:9][CH2:8]2)=[O:4].[OH:16][C:17]1([C:23]2[S:24][CH:25]=[CH:26][C:27]=2[CH3:28])[CH2:22][CH2:21][NH:20][CH2:19][CH2:18]1.C(N(CC)CC)C. The catalyst is CN(C=O)C. The product is [OH:16][C:17]1([C:23]2[S:24][CH:25]=[CH:26][C:27]=2[CH3:28])[CH2:18][CH2:19][N:20]([CH2:2][C:3]([C:5]2[CH:6]=[C:7]3[C:12](=[CH:13][CH:14]=2)[NH:11][C:10](=[O:15])[CH2:9][CH2:8]3)=[O:4])[CH2:21][CH2:22]1. The yield is 0.390. (4) The reactants are [Cl:1][C:2]1[CH:8]=[C:7](I)[CH:6]=[CH:5][C:3]=1[NH2:4].I[C:11]([F:17])([F:16])[C:12]([F:15])([F:14])[F:13]. The catalyst is [Cu].CN(C=O)C. The product is [Cl:1][C:2]1[CH:8]=[C:7]([C:11]([F:17])([F:16])[C:12]([F:15])([F:14])[F:13])[CH:6]=[CH:5][C:3]=1[NH2:4]. The yield is 0.870.